This data is from Forward reaction prediction with 1.9M reactions from USPTO patents (1976-2016). The task is: Predict the product of the given reaction. Given the reactants [Br:1][C:2]1[CH:7]=[CH:6][C:5]([N+:8]([O-])=O)=[C:4]([N+:11]([O-])=O)[C:3]=1[CH3:14].O.[Sn](Cl)Cl.C(OCC)(=O)C.C(=O)(O)[O-].[Na+], predict the reaction product. The product is: [Br:1][C:2]1[C:3]([CH3:14])=[C:4]([NH2:11])[C:5]([NH2:8])=[CH:6][CH:7]=1.